The task is: Predict which catalyst facilitates the given reaction.. This data is from Catalyst prediction with 721,799 reactions and 888 catalyst types from USPTO. Reactant: C([O:8][C:9]1[CH:36]=[CH:35][C:12]([C:13]([NH:15][C:16]2[CH:21]=[CH:20][C:19]([CH:22]3[O:27][CH2:26][CH2:25][N:24]([C:28]([O:30][C:31]([CH3:34])([CH3:33])[CH3:32])=[O:29])[CH2:23]3)=[CH:18][CH:17]=2)=[O:14])=[CH:11][CH:10]=1)C1C=CC=CC=1. Product: [OH:8][C:9]1[CH:36]=[CH:35][C:12]([C:13]([NH:15][C:16]2[CH:17]=[CH:18][C:19]([CH:22]3[O:27][CH2:26][CH2:25][N:24]([C:28]([O:30][C:31]([CH3:32])([CH3:34])[CH3:33])=[O:29])[CH2:23]3)=[CH:20][CH:21]=2)=[O:14])=[CH:11][CH:10]=1. The catalyst class is: 19.